Dataset: Forward reaction prediction with 1.9M reactions from USPTO patents (1976-2016). Task: Predict the product of the given reaction. (1) Given the reactants [Na].[Na].[Na].S(C1C=C(P(C2C=CC=C(S(O)(=O)=O)C=2)C2C=CC=C(S(O)(=O)=O)C=2)C=CC=1)(O)(=O)=O.[Cl:35][C:36]1[CH:41]=[CH:40][C:39](B(O)O)=[CH:38][C:37]=1[C:45]([F:48])([F:47])[F:46].Br[C:50]1[CH:51]=[CH:52][C:53]([CH2:68][CH3:69])=[C:54]([CH:56]2[C:61](=[O:62])[C:60]([CH3:64])([CH3:63])[O:59][C:58]([CH3:66])([CH3:65])[C:57]2=[O:67])[CH:55]=1.P([O-])([O-])([O-])=O.[K+].[K+].[K+], predict the reaction product. The product is: [Cl:35][C:36]1[CH:41]=[CH:40][C:39]([C:50]2[CH:51]=[CH:52][C:53]([CH2:68][CH3:69])=[C:54]([CH:56]3[C:61](=[O:62])[C:60]([CH3:64])([CH3:63])[O:59][C:58]([CH3:66])([CH3:65])[C:57]3=[O:67])[CH:55]=2)=[CH:38][C:37]=1[C:45]([F:48])([F:47])[F:46]. (2) Given the reactants [C:1]([C@@H:4]1[CH2:13][CH2:12][C:11]2[CH:10]=[C:9]([C@H:14]3[CH2:23][CH2:22][C@@:16]4([NH:20]C(=O)[O:18][CH2:17]4)[CH2:15]3)[CH:8]=[CH:7][C:6]=2[CH2:5]1)(=[O:3])[CH3:2].O.[OH-].[Li+].C1COCC1.O, predict the reaction product. The product is: [NH2:20][C@:16]1([CH2:17][OH:18])[CH2:22][CH2:23][C@H:14]([C:9]2[CH:10]=[C:11]3[C:6](=[CH:7][CH:8]=2)[CH2:5][C@H:4]([C:1](=[O:3])[CH3:2])[CH2:13][CH2:12]3)[CH2:15]1. (3) Given the reactants [O:1]=[C:2]1[CH2:7][O:6][C:5]2[N:8]=[C:9]([C:18]3[CH:23]=[CH:22][C:21]([C:24]4([NH:28][C:29](=[O:35])[O:30][C:31]([CH3:34])([CH3:33])[CH3:32])[CH2:27][CH2:26][CH2:25]4)=[CH:20][CH:19]=3)[C:10]([C:12]3[CH:17]=[CH:16][CH:15]=[CH:14][CH:13]=3)=[CH:11][C:4]=2[NH:3]1.[H-].[Na+].Br[CH:39]([CH3:42])[C:40]#[N:41], predict the reaction product. The product is: [C:31]([O:30][C:29](=[O:35])[NH:28][C:24]1([C:21]2[CH:22]=[CH:23][C:18]([C:9]3[C:10]([C:12]4[CH:13]=[CH:14][CH:15]=[CH:16][CH:17]=4)=[CH:11][C:4]4[N:3]([CH:39]([C:40]#[N:41])[CH3:42])[C:2](=[O:1])[CH2:7][O:6][C:5]=4[N:8]=3)=[CH:19][CH:20]=2)[CH2:25][CH2:26][CH2:27]1)([CH3:32])([CH3:34])[CH3:33].